From a dataset of Forward reaction prediction with 1.9M reactions from USPTO patents (1976-2016). Predict the product of the given reaction. (1) Given the reactants [NH:1]1[CH2:6][CH2:5][O:4][CH2:3][CH:2]1[C:7]([OH:9])=[O:8].[CH2:10]=O, predict the reaction product. The product is: [CH3:10][N:1]1[CH2:6][CH2:5][O:4][CH2:3][CH:2]1[C:7]([OH:9])=[O:8]. (2) Given the reactants [CH3:1][CH:2]([CH3:6])[CH2:3][CH2:4][OH:5].[CH2:7]([CH:9]1[O:11][CH2:10]1)Cl.[OH-].[Na+], predict the reaction product. The product is: [CH2:7]([O:5][CH2:4][CH2:3][CH:2]([CH3:6])[CH3:1])[CH:9]1[O:11][CH2:10]1. (3) Given the reactants N1C2C(=CC=C3C=2N=CC=C3)C=CC=1.C(=CC(C=CC1C=CC=CC=1)=O)C1C=CC=CC=1.C(=O)([O-])[O-].[Cs+].[Cs+].[CH3:39][C:40]1[CH:45]=[C:44]([C:46]#[C:47][C:48]2[N:49]=[C:50]([CH3:53])[NH:51][CH:52]=2)[CH:43]=[CH:42][N:41]=1.I[C:55]1[CH:60]=[CH:59][N:58]=[C:57]([O:61][CH3:62])[CH:56]=1, predict the reaction product. The product is: [CH3:62][O:61][C:57]1[CH:56]=[C:55]([N:51]2[CH:52]=[C:48]([C:47]#[C:46][C:44]3[CH:43]=[CH:42][N:41]=[C:40]([CH3:39])[CH:45]=3)[N:49]=[C:50]2[CH3:53])[CH:60]=[CH:59][N:58]=1. (4) Given the reactants [H-].[Na+].[C:3]1([OH:9])[CH:8]=[CH:7][CH:6]=[CH:5][CH:4]=1.[Br:10][C:11]1[CH:12]=[CH:13][CH:14]=[C:15]2[C:20]=1[N:19]=[C:18](Cl)[CH:17]=[CH:16]2, predict the reaction product. The product is: [Br:10][C:11]1[CH:12]=[CH:13][CH:14]=[C:15]2[C:20]=1[N:19]=[C:18]([O:9][C:3]1[CH:8]=[CH:7][CH:6]=[CH:5][CH:4]=1)[CH:17]=[CH:16]2.